Dataset: Forward reaction prediction with 1.9M reactions from USPTO patents (1976-2016). Task: Predict the product of the given reaction. (1) Given the reactants [CH2:1]([O:3][C:4](=[O:23])[C@H:5]([OH:22])[CH2:6][C@H:7]([NH2:21])[CH2:8][C:9]1[CH:14]=[CH:13][C:12]([C:15]2[CH:20]=[CH:19][CH:18]=[CH:17][CH:16]=2)=[CH:11][CH:10]=1)[CH3:2].[C:24]([C:27]1[CH:28]=[C:29]([C:32](O)=[O:33])[NH:30][N:31]=1)(=[O:26])[CH3:25].CN(C(ON1N=NC2C=CC=NC1=2)=[N+](C)C)C.F[P-](F)(F)(F)(F)F.CCN(C(C)C)C(C)C, predict the reaction product. The product is: [CH2:1]([O:3][C:4](=[O:23])[C@H:5]([OH:22])[CH2:6][C@H:7]([NH:21][C:32]([C:29]1[NH:30][N:31]=[C:27]([C:24](=[O:26])[CH3:25])[CH:28]=1)=[O:33])[CH2:8][C:9]1[CH:10]=[CH:11][C:12]([C:15]2[CH:16]=[CH:17][CH:18]=[CH:19][CH:20]=2)=[CH:13][CH:14]=1)[CH3:2]. (2) Given the reactants [NH2:1][C:2]1[CH:9]=[C:8]([CH3:10])[C:5]([C:6]#[N:7])=[CH:4][N:3]=1, predict the reaction product. The product is: [NH2:7][CH2:6][C:5]1[C:8]([CH3:10])=[CH:9][C:2]([NH2:1])=[N:3][CH:4]=1. (3) Given the reactants CNC=O.N([C:8]1[CH:9]=[C:10]([CH:14]=[CH:15][CH:16]=1)[C:11]([OH:13])=[O:12])=C=S.IC, predict the reaction product. The product is: [C:11]([OH:13])(=[O:12])[C:10]1[CH:14]=[CH:15][CH:16]=[CH:8][CH:9]=1. (4) Given the reactants C([Li])CCC.Br[C:7]1[C:16]2[C:11](=[C:12]([F:17])[CH:13]=[CH:14][CH:15]=2)[CH:10]=[CH:9][CH:8]=1.[CH:18](=[O:21])[CH2:19][CH3:20], predict the reaction product. The product is: [F:17][C:12]1[CH:13]=[CH:14][CH:15]=[C:16]2[C:11]=1[CH:10]=[CH:9][CH:8]=[C:7]2[CH:18]([OH:21])[CH2:19][CH3:20]. (5) Given the reactants [N:1]1[CH:6]=[CH:5][CH:4]=[CH:3][C:2]=1[C:7]#[C:8][CH2:9][CH2:10][NH2:11].[Cl:12][C:13]1[CH:18]=[CH:17][CH:16]=[CH:15][C:14]=1[S:19](Cl)(=[O:21])=[O:20], predict the reaction product. The product is: [Cl:12][C:13]1[CH:18]=[CH:17][CH:16]=[CH:15][C:14]=1[S:19]([NH:11][CH2:10][CH2:9][C:8]#[C:7][C:2]1[CH:3]=[CH:4][CH:5]=[CH:6][N:1]=1)(=[O:21])=[O:20]. (6) Given the reactants Cl[C:2]1[N:3]=[C:4](/[N:19]=[N:20]/[C:21]2[CH:26]=[CH:25][C:24]([N:27]([CH2:30][CH3:31])[CH2:28][CH3:29])=[CH:23][CH:22]=2)[S:5][C:6]=1[CH:7]=[C:8]1[C:16](=[O:17])[C:15]2[C:10](=[CH:11][CH:12]=[CH:13][CH:14]=2)[C:9]1=[O:18].[CH3:32][N:33]1[CH2:38][CH2:37][NH:36][CH2:35][CH2:34]1, predict the reaction product. The product is: [CH2:28]([N:27]([CH2:30][CH3:31])[C:24]1[CH:25]=[CH:26][C:21](/[N:20]=[N:19]/[C:4]2[S:5][C:6]([CH:7]=[C:8]3[C:16](=[O:17])[C:15]4[C:10](=[CH:11][CH:12]=[CH:13][CH:14]=4)[C:9]3=[O:18])=[C:2]([N:36]3[CH2:37][CH2:38][N:33]([CH3:32])[CH2:34][CH2:35]3)[N:3]=2)=[CH:22][CH:23]=1)[CH3:29]. (7) Given the reactants [NH2:1][C:2]1[CH:3]=[C:4]([C:8]2[C:16]3[C:11](=[CH:12][CH:13]=[C:14](C#N)[CH:15]=3)[N:10]([CH:19]3[CH2:24][CH2:23][CH2:22][CH2:21][O:20]3)[N:9]=2)[CH:5]=[CH:6][CH:7]=1.Cl.[C:26](Cl)(=[O:33])[C:27]1[CH:32]=[CH:31][CH:30]=[N:29][CH:28]=1.[CH2:35]([N:37](CC)CC)C, predict the reaction product. The product is: [C:35]([CH:22]1[CH2:21][O:20][CH:19]([N:10]2[C:11]3[C:16](=[CH:15][CH:14]=[CH:13][CH:12]=3)[C:8]([C:4]3[CH:3]=[C:2]([NH:1][C:26]([C:27]4[CH:28]=[N:29][CH:30]=[CH:31][CH:32]=4)=[O:33])[CH:7]=[CH:6][CH:5]=3)=[N:9]2)[CH2:24][CH2:23]1)#[N:37].